From a dataset of Reaction yield outcomes from USPTO patents with 853,638 reactions. Predict the reaction yield, written as a fraction of the theoretical maximum amount of product (1.0 means a 100% yield; for example, 0.34 means a 34% yield). (1) The reactants are [Cl:1][C:2]1[CH:7]=[CH:6][C:5]([C:8]2[S:9][C:10]([C:20]([C:22]3[O:23][CH:24]=[CH:25][CH:26]=3)=[O:21])=[CH:11][C:12]=2[CH2:13][C:14]([O:16]C(C)C)=[O:15])=[C:4]([F:27])[CH:3]=1.[OH-].[Na+]. The catalyst is C(O)(C)C. The product is [Cl:1][C:2]1[CH:7]=[CH:6][C:5]([C:8]2[S:9][C:10]([C:20]([C:22]3[O:23][CH:24]=[CH:25][CH:26]=3)=[O:21])=[CH:11][C:12]=2[CH2:13][C:14]([OH:16])=[O:15])=[C:4]([F:27])[CH:3]=1. The yield is 0.630. (2) The reactants are [Cl:1][C:2]1[CH:3]=[C:4]([CH:12]=[CH:13][C:14]=1[Cl:15])[O:5][CH:6]1[CH2:11][CH2:10][NH:9][CH2:8][CH2:7]1.[CH3:16][C@@:17]1([CH2:20][N:21]2[C:29](=[O:30])[C:28]3[C:23](=[CH:24][CH:25]=[CH:26][CH:27]=3)[C:22]2=[O:31])[CH2:19][O:18]1.C(N(CC)CC)C. The catalyst is C(O)C.ClCCl. The product is [NH3:9].[Cl:1][C:2]1[CH:3]=[C:4]([CH:12]=[CH:13][C:14]=1[Cl:15])[O:5][CH:6]1[CH2:11][CH2:10][N:9]([CH2:19][C@:17]([OH:18])([CH3:16])[CH2:20][N:21]2[C:22](=[O:31])[C:23]3[C:28](=[CH:27][CH:26]=[CH:25][CH:24]=3)[C:29]2=[O:30])[CH2:8][CH2:7]1. The yield is 0.0200. (3) The reactants are CN1C([C:7]2[CH:19]=[N:18][C:17]3[C:16]4[CH:15]=[CH:14][C:13]([C:20]([O:22][CH3:23])=[O:21])=[CH:12][C:11]=4[NH:10][C:9]=3[CH:8]=2)=C(C)N=N1.ClC1C(NC2C=CC(C(OC)=O)=CC=2)=CC([C:43]2[N:47]([CH3:48])[N:46]=[N:45][C:44]=2[CH3:49])=CN=1. No catalyst specified. The product is [CH3:48][N:47]1[C:43]([C:8]2[C:9]3[NH:10][C:11]4[CH:12]=[C:13]([C:20]([O:22][CH3:23])=[O:21])[CH:14]=[CH:15][C:16]=4[C:17]=3[N:18]=[CH:19][CH:7]=2)=[C:44]([CH3:49])[N:45]=[N:46]1. The yield is 0.880.